Task: Binary Classification. Given a drug SMILES string, predict its activity (active/inactive) in a high-throughput screening assay against a specified biological target.. Dataset: Cav3 T-type calcium channel HTS with 100,875 compounds (1) The molecule is s1c(C=2N(Nc3ccccc3)C(=O)C(/N2)=C\c2sccc2)ccc1. The result is 0 (inactive). (2) The molecule is s1c2ncn(n3cccc3)c(=O)c2c(c2sccc2)c1. The result is 0 (inactive). (3) The compound is O=c1n(ncn2c1cc1c2cccc1)Cc1ccc(cc1)C. The result is 0 (inactive). (4) The compound is Clc1cc2n(CC(=O)NCCc3cc(OC)c(OC)cc3)c(=O)n(c(=O)c2cc1)Cc1occc1. The result is 0 (inactive). (5) The drug is O=C(NCCCN1CCN(CC1)CCCNC(=O)Cc1ccccc1)Cc1ccccc1. The result is 0 (inactive). (6) The molecule is S(=O)(=O)(N1CCOCC1)c1cc2oc3c(c2cc1)cccc3. The result is 0 (inactive). (7) The molecule is O=c1n(CC(=O)Nc2c(c(ccc2)C)C)cnc2c1cccc2. The result is 0 (inactive). (8) The drug is S(Cc1c(onc1C)C)CC(=O)Nc1cc(c(cc1)C)C. The result is 0 (inactive). (9) The drug is S(c1n2c(c3ccccc3)csc2nn1)Cc1c(onc1C)C. The result is 0 (inactive).